From a dataset of Catalyst prediction with 721,799 reactions and 888 catalyst types from USPTO. Predict which catalyst facilitates the given reaction. Product: [Cl:32][CH2:33][C:34]([CH3:39])([CH3:38])[C:35]([N:8]([C@H:9]1[CH2:10][CH2:11][C@H:12]([NH:15][C:16](=[O:22])[O:17][C:18]([CH3:21])([CH3:19])[CH3:20])[CH2:13][CH2:14]1)[CH2:7][C:6]1[CH:5]=[CH:4][C:3]([O:2][CH3:1])=[CH:24][CH:23]=1)=[O:36]. The catalyst class is: 4. Reactant: [CH3:1][O:2][C:3]1[CH:24]=[CH:23][C:6]([CH2:7][NH:8][C@H:9]2[CH2:14][CH2:13][C@H:12]([NH:15][C:16](=[O:22])[O:17][C:18]([CH3:21])([CH3:20])[CH3:19])[CH2:11][CH2:10]2)=[CH:5][CH:4]=1.C(N(CC)CC)C.[Cl:32][CH2:33][C:34]([CH3:39])([CH3:38])[C:35](Cl)=[O:36].